From a dataset of Peptide-MHC class I binding affinity with 185,985 pairs from IEDB/IMGT. Regression. Given a peptide amino acid sequence and an MHC pseudo amino acid sequence, predict their binding affinity value. This is MHC class I binding data. (1) The peptide sequence is QAKWRLQTL. The MHC is HLA-B27:05 with pseudo-sequence HLA-B27:05. The binding affinity (normalized) is 0.213. (2) The peptide sequence is AQRAAGPSV. The MHC is HLA-B57:01 with pseudo-sequence HLA-B57:01. The binding affinity (normalized) is 0.213. (3) The MHC is HLA-B51:01 with pseudo-sequence HLA-B51:01. The binding affinity (normalized) is 0.0847. The peptide sequence is ELRQLAQSL.